From a dataset of Peptide-MHC class I binding affinity with 185,985 pairs from IEDB/IMGT. Regression. Given a peptide amino acid sequence and an MHC pseudo amino acid sequence, predict their binding affinity value. This is MHC class I binding data. (1) The peptide sequence is VPSDGSAQQI. The MHC is HLA-B51:01 with pseudo-sequence HLA-B51:01. The binding affinity (normalized) is 0.0715. (2) The peptide sequence is ESENISEPY. The MHC is HLA-B51:01 with pseudo-sequence HLA-B51:01. The binding affinity (normalized) is 0.0847. (3) The peptide sequence is YFRNSGMTY. The MHC is HLA-A02:01 with pseudo-sequence HLA-A02:01. The binding affinity (normalized) is 0.0847.